Dataset: Peptide-MHC class I binding affinity with 185,985 pairs from IEDB/IMGT. Task: Regression. Given a peptide amino acid sequence and an MHC pseudo amino acid sequence, predict their binding affinity value. This is MHC class I binding data. (1) The binding affinity (normalized) is 0. The MHC is H-2-Db with pseudo-sequence H-2-Db. The peptide sequence is RDKTEAIL. (2) The peptide sequence is ELLNYCVSLF. The MHC is HLA-A29:02 with pseudo-sequence HLA-A29:02. The binding affinity (normalized) is 0.158.